From a dataset of Forward reaction prediction with 1.9M reactions from USPTO patents (1976-2016). Predict the product of the given reaction. (1) Given the reactants CS([C:5]1[N:6]=[CH:7][C:8]2[CH:13]=[CH:12][S:11][C:9]=2[N:10]=1)(=O)=O.N[CH2:15][CH2:16][N:17]1[CH2:22][CH2:21][O:20][CH2:19][CH2:18]1.CN1CCCC1=O, predict the reaction product. The product is: [O:20]1[CH2:21][CH2:22][N:17]([CH2:16][CH2:15][C:5]2[N:6]=[CH:7][C:8]3[CH:13]=[CH:12][S:11][C:9]=3[N:10]=2)[CH2:18][CH2:19]1. (2) Given the reactants [CH2:1]([O:8][CH2:9][CH:10]([CH2:36][O:37][CH2:38][C:39]1[CH:44]=[CH:43][CH:42]=[CH:41][CH:40]=1)[O:11][CH2:12][CH:13]([OH:35])[CH2:14][O:15][CH:16]([CH2:26][O:27][CH2:28][C:29]1[CH:34]=[CH:33][CH:32]=[CH:31][CH:30]=1)[CH2:17][O:18][CH2:19][C:20]1[CH:25]=[CH:24][CH:23]=[CH:22][CH:21]=1)[C:2]1[CH:7]=[CH:6][CH:5]=[CH:4][CH:3]=1.CC1C=CC=C(C)N=1.[F:53][C:54]([F:67])([F:66])[S:55](O[S:55]([C:54]([F:67])([F:66])[F:53])(=[O:57])=[O:56])(=[O:57])=[O:56], predict the reaction product. The product is: [CH2:38]([O:37][CH2:36][CH:10]([CH2:9][O:8][CH2:1][C:2]1[CH:7]=[CH:6][CH:5]=[CH:4][CH:3]=1)[O:11][CH2:12][CH:13]([O:35][S:55]([C:54]([F:67])([F:66])[F:53])(=[O:57])=[O:56])[CH2:14][O:15][CH:16]([CH2:26][O:27][CH2:28][C:29]1[CH:34]=[CH:33][CH:32]=[CH:31][CH:30]=1)[CH2:17][O:18][CH2:19][C:20]1[CH:21]=[CH:22][CH:23]=[CH:24][CH:25]=1)[C:39]1[CH:44]=[CH:43][CH:42]=[CH:41][CH:40]=1. (3) Given the reactants Cl.[CH2:2]([NH2:5])[C:3]#[CH:4].C([O-])(O)=O.[Na+].[C:11](O[C:11]([O:13][C:14]([CH3:17])([CH3:16])[CH3:15])=[O:12])([O:13][C:14]([CH3:17])([CH3:16])[CH3:15])=[O:12], predict the reaction product. The product is: [C:14]([O:13][C:11]([NH:5][CH2:2][C:3]#[CH:4])=[O:12])([CH3:17])([CH3:16])[CH3:15]. (4) Given the reactants [CH3:1][O:2][C:3]1[CH:8]=[N:7][C:6]([N:9]2[CH:13]=[N:12][C:11]([NH:14][C:15](=[O:20])[C:16]([CH3:19])([CH3:18])[CH3:17])=[N:10]2)=[C:5]2[NH:21][CH:22]=[C:23]([C:24](=[O:28])[C:25]([OH:27])=O)[C:4]=12.[Cl-].[N:30]1[CH:35]=[CH:34][CH:33]=[CH:32][C:31]=1[N:36]1[C:40]([N:41]2[CH2:46][CH2:45][NH2+:44][CH2:43][CH2:42]2)=[N:39][N:38]=[N:37]1.F[B-](F)(F)F.N1(OC(N(C)C)=[N+](C)C)C2C=CC=CC=2N=N1.C(N(CC)C(C)C)(C)C, predict the reaction product. The product is: [CH3:1][O:2][C:3]1[CH:8]=[N:7][C:6]([N:9]2[CH:13]=[N:12][C:11]([NH:14][C:15](=[O:20])[C:16]([CH3:18])([CH3:19])[CH3:17])=[N:10]2)=[C:5]2[NH:21][CH:22]=[C:23]([C:24](=[O:28])[C:25](=[O:27])[N:44]3[CH2:43][CH2:42][N:41]([C:40]4[N:36]([C:31]5[CH:32]=[CH:33][CH:34]=[CH:35][N:30]=5)[N:37]=[N:38][N:39]=4)[CH2:46][CH2:45]3)[C:4]=12. (5) Given the reactants FC1C=CC([C:8]2[CH:13]=[C:12]([C:14]3[CH:19]=[CH:18][CH:17]=[CH:16][CH:15]=3)[NH:11][C:10](=[O:20])[N:9]=2)=CC=1C.C(C1C=CC=CC=1)(=O)C.COCCOC1C=CC=CC=1C(OC)=O.[F:46][C:47]1[CH:55]=[CH:54][C:50](C(O)=O)=[CH:49][C:48]=1[CH3:56], predict the reaction product. The product is: [F:46][C:47]1[CH:55]=[CH:54][C:50]([N:11]2[C:12]([C:14]3[CH:15]=[CH:16][CH:17]=[CH:18][CH:19]=3)=[CH:13][CH:8]=[N:9][C:10]2=[O:20])=[CH:49][C:48]=1[CH3:56]. (6) Given the reactants [Cl:1][C:2]1[CH:7]=[C:6]2[NH:8][C:9](=[O:34])[C:10]3([CH:15]([C:16]4[CH:21]=[CH:20][CH:19]=[C:18]([Cl:22])[CH:17]=4)[CH2:14][C:13](=O)[NH:12][CH:11]3[C:24]3[CH:29]=[CH:28][CH:27]=[CH:26][C:25]=3[C:30]([F:33])([F:32])[F:31])[C:5]2=[CH:4][CH:3]=1.COC1C=CC(P2(=S)SP(=S)(C3C=CC(OC)=CC=3)[S:44]2)=CC=1, predict the reaction product. The product is: [Cl:1][C:2]1[CH:7]=[C:6]2[NH:8][C:9](=[O:34])[C:10]3([CH:15]([C:16]4[CH:21]=[CH:20][CH:19]=[C:18]([Cl:22])[CH:17]=4)[CH2:14][C:13](=[S:44])[NH:12][CH:11]3[C:24]3[CH:29]=[CH:28][CH:27]=[CH:26][C:25]=3[C:30]([F:33])([F:32])[F:31])[C:5]2=[CH:4][CH:3]=1.